This data is from Forward reaction prediction with 1.9M reactions from USPTO patents (1976-2016). The task is: Predict the product of the given reaction. (1) Given the reactants [OH:1][C:2]1[CH:3]=[C:4]([CH2:8][CH2:9][CH2:10][N:11]2[CH:15]=[CH:14][N:13]=[C:12]2[CH2:16][CH:17]([OH:20])[CH2:18][OH:19])[CH:5]=[CH:6][CH:7]=1.[H-].[Na+].Cl[CH2:24][C:25]1[N:26]=[C:27](/[CH:30]=[CH:31]/[C:32]2[CH:37]=[CH:36][C:35]([C:38]([F:41])([F:40])[F:39])=[CH:34][CH:33]=2)[O:28][CH:29]=1, predict the reaction product. The product is: [F:41][C:38]([F:39])([F:40])[C:35]1[CH:36]=[CH:37][C:32](/[CH:31]=[CH:30]/[C:27]2[O:28][CH:29]=[C:25]([CH2:24][O:1][C:2]3[CH:3]=[C:4]([CH2:8][CH2:9][CH2:10][N:11]4[CH:15]=[CH:14][N:13]=[C:12]4[CH2:16][CH:17]([OH:20])[CH2:18][OH:19])[CH:5]=[CH:6][CH:7]=3)[N:26]=2)=[CH:33][CH:34]=1. (2) Given the reactants [K].CO[C:4]([O:13][CH3:14])(OC)[C:5]1[CH:10]=[CH:9]C=CC=1.[CH3:15]I.[CH2:17]1[CH2:21][O:20][CH2:19][CH2:18]1, predict the reaction product. The product is: [CH3:14][O:13][C:4]1[CH:5]=[C:10]([CH3:9])[CH:15]=[C:21]([O:20][CH3:19])[C:17]=1[CH3:18]. (3) The product is: [Br:46][CH:27]([C:24]1[CH:25]=[CH:26][C:21]([Cl:20])=[CH:22][CH:23]=1)[CH2:28][CH2:29][NH:30][C:31](=[O:37])[O:32][C:33]([CH3:36])([CH3:35])[CH3:34]. Given the reactants C1(P(C2C=CC=CC=2)C2C=CC=CC=2)C=CC=CC=1.[Cl:20][C:21]1[CH:26]=[CH:25][C:24]([CH:27](O)[CH2:28][CH2:29][NH:30][C:31](=[O:37])[O:32][C:33]([CH3:36])([CH3:35])[CH3:34])=[CH:23][CH:22]=1.C1C(=O)N([Br:46])C(=O)C1, predict the reaction product.